This data is from Forward reaction prediction with 1.9M reactions from USPTO patents (1976-2016). The task is: Predict the product of the given reaction. (1) Given the reactants [Cl:1][C:2]1[CH:7]=[C:6]([F:8])[CH:5]=[CH:4][C:3]=1[NH:9][C:10]1[CH:15]=[CH:14][CH:13]=[CH:12][C:11]=1[N+:16]([O-])=O, predict the reaction product. The product is: [Cl:1][C:2]1[CH:7]=[C:6]([F:8])[CH:5]=[CH:4][C:3]=1[NH:9][C:10]1[C:11]([NH2:16])=[CH:12][CH:13]=[CH:14][CH:15]=1. (2) The product is: [CH3:18][C:9]1[CH:10]=[C:11]([N+:15]([O-:17])=[O:16])[CH:12]=[C:13]([CH3:14])[C:8]=1[O:7][C:6]1[CH:5]=[CH:4][C:3]([O:2][CH3:1])=[C:20]([C:26]([C:25]2[CH:29]=[CH:30][C:22]([F:21])=[CH:23][CH:24]=2)=[O:27])[CH:19]=1. Given the reactants [CH3:1][O:2][C:3]1[CH:20]=[CH:19][C:6]([O:7][C:8]2[C:13]([CH3:14])=[CH:12][C:11]([N+:15]([O-:17])=[O:16])=[CH:10][C:9]=2[CH3:18])=[CH:5][CH:4]=1.[F:21][C:22]1[CH:30]=[CH:29][C:25]([C:26](Cl)=[O:27])=[CH:24][CH:23]=1, predict the reaction product. (3) Given the reactants N#N.[CH3:3][S:4]([C:7]1[O:11][C:10]([CH2:12][N:13]2[N:17]=[C:16]([N+:18]([O-])=O)[CH:15]=[N:14]2)=[CH:9][CH:8]=1)(=[O:6])=[O:5].[NH4+].[Cl-], predict the reaction product. The product is: [CH3:3][S:4]([C:7]1[O:11][C:10]([CH2:12][N:13]2[N:17]=[C:16]([NH2:18])[CH:15]=[N:14]2)=[CH:9][CH:8]=1)(=[O:6])=[O:5]. (4) The product is: [C@H:1]1([NH:10][C:11]2[CH:20]=[CH:19][C:18]3[C:13](=[CH:14][CH:15]=[C:16]([NH:21][C:31]([NH:30][C:27]4[CH:28]=[CH:29][C:24]([O:23][CH3:22])=[CH:25][CH:26]=4)=[O:32])[CH:17]=3)[N:12]=2)[C:9]2[C:4](=[CH:5][CH:6]=[CH:7][CH:8]=2)[CH2:3][CH2:2]1. Given the reactants [C@H:1]1([NH:10][C:11]2[CH:20]=[CH:19][C:18]3[C:13](=[CH:14][CH:15]=[C:16]([NH2:21])[CH:17]=3)[N:12]=2)[C:9]2[C:4](=[CH:5][CH:6]=[CH:7][CH:8]=2)[CH2:3][CH2:2]1.[CH3:22][O:23][C:24]1[CH:29]=[CH:28][C:27]([N:30]=[C:31]=[O:32])=[CH:26][CH:25]=1, predict the reaction product. (5) Given the reactants [N:1]1[C:10]2[C:5](=[CH:6][N:7]=[CH:8][CH:9]=2)[CH:4]=[CH:3][C:2]=1[C:11]([OH:13])=O.O.ON1C2C=CC=CC=2N=N1.[CH3:25][O:26][C:27]1[CH:34]=[CH:33][CH:32]=[C:31]([O:35][CH3:36])[C:28]=1[CH2:29][NH2:30], predict the reaction product. The product is: [CH3:36][O:35][C:31]1[CH:32]=[CH:33][CH:34]=[C:27]([O:26][CH3:25])[C:28]=1[CH2:29][NH:30][C:11]([C:2]1[CH:3]=[CH:4][C:5]2[C:10](=[CH:9][CH:8]=[N:7][CH:6]=2)[N:1]=1)=[O:13]. (6) Given the reactants [NH2:1][C:2]1[C:3]([F:25])=[CH:4][C:5]([Cl:24])=[C:6]([CH:23]=1)[O:7][C:8]1[CH:9]=[CH:10][C:11]2[N:12]([CH:14]=[C:15]([NH:17][C:18]([CH:20]3[CH2:22][CH2:21]3)=[O:19])[N:16]=2)[N:13]=1.[CH3:26][N:27]1[C:31]([C:32](Cl)=[O:33])=[CH:30][C:29]([CH3:35])=[N:28]1, predict the reaction product. The product is: [Cl:24][C:5]1[C:6]([O:7][C:8]2[CH:9]=[CH:10][C:11]3[N:12]([CH:14]=[C:15]([NH:17][C:18]([CH:20]4[CH2:21][CH2:22]4)=[O:19])[N:16]=3)[N:13]=2)=[CH:23][C:2]([NH:1][C:32]([C:31]2[N:27]([CH3:26])[N:28]=[C:29]([CH3:35])[CH:30]=2)=[O:33])=[C:3]([F:25])[CH:4]=1. (7) Given the reactants [C:1]([NH:5][C:6]([CH2:8][N:9]1[C:18](=[O:19])[C:17]2[C:12](=[CH:13][CH:14]=[C:15]([CH:20]=[CH:21][CH2:22][CH2:23]OS(C)(=O)=O)[CH:16]=2)[N:11]=[C:10]1[C:29]1[CH:34]=[CH:33][CH:32]=[C:31]([Cl:35])[CH:30]=1)=[O:7])([CH3:4])([CH3:3])[CH3:2].[NH:36]1[CH2:40][CH2:39][CH2:38][CH2:37]1.C([O-])([O-])=O.[K+].[K+].CO, predict the reaction product. The product is: [NH4+:5].[OH-:7].[C:1]([NH:5][C:6](=[O:7])[CH2:8][N:9]1[C:18](=[O:19])[C:17]2[C:12](=[CH:13][CH:14]=[C:15]([CH:20]=[CH:21][CH2:22][CH2:23][N:36]3[CH2:40][CH2:39][CH2:38][CH2:37]3)[CH:16]=2)[N:11]=[C:10]1[C:29]1[CH:34]=[CH:33][CH:32]=[C:31]([Cl:35])[CH:30]=1)([CH3:3])([CH3:2])[CH3:4].